Dataset: Experimentally validated miRNA-target interactions with 360,000+ pairs, plus equal number of negative samples. Task: Binary Classification. Given a miRNA mature sequence and a target amino acid sequence, predict their likelihood of interaction. The miRNA is hsa-miR-6506-5p with sequence ACUGGGAUGUCACUGAAUAUGGU. The protein sequence of the target gene is MHPPETTTKMASVRFMVTPTKIDDIPGLSDTSPDLSSRSSSRVRFSSRESVPETSRSEPMSEMSGATTSLATVALDPPSDRTSHPQDVIEDLSQNSITGEHSQLLDDGHKKARNAYLNNSNYEEGDEYFDKNLALFEEEMDTRPKVSSLLNRMANYTNLTQGAKEHEEAENITEGKKKPTKTPQMGTFMGVYLPCLQNIFGVILFLRLTWVVGTAGVLQAFAIVLICCCCTMLTAISMSAIATNGVVPAGGSYFMISRALGPEFGGAVGLCFYLGTTFAAAMYILGAIEIFLVYIVPRAA.... Result: 1 (interaction).